From a dataset of Full USPTO retrosynthesis dataset with 1.9M reactions from patents (1976-2016). Predict the reactants needed to synthesize the given product. Given the product [C:1]([N:8]1[CH2:13][CH2:12][C:11]([C:14]([OH:16])=[O:15])=[CH:10][CH2:9]1)([O:3][C:4]([CH3:7])([CH3:6])[CH3:5])=[O:2], predict the reactants needed to synthesize it. The reactants are: [C:1]([N:8]1[CH2:13][CH2:12][C:11]([C:14]([O:16]C)=[O:15])=[CH:10][CH2:9]1)([O:3][C:4]([CH3:7])([CH3:6])[CH3:5])=[O:2].[OH-].[Na+].